Task: Predict the reactants needed to synthesize the given product.. Dataset: Full USPTO retrosynthesis dataset with 1.9M reactions from patents (1976-2016) (1) Given the product [Cl:16][C:13]1[S:12][C:11]([C:4]2[N:3]=[C:2]([NH:17][C:18]3[CH:19]=[CH:20][C:21]([CH2:24][C:25]4[NH:26][CH:27]=[C:28]([C:30]([O:32][CH3:33])=[O:31])[N:29]=4)=[CH:22][CH:23]=3)[C:7]([CH2:8][CH3:9])=[C:6]([CH3:10])[N:5]=2)=[CH:15][CH:14]=1, predict the reactants needed to synthesize it. The reactants are: Cl[C:2]1[C:7]([CH2:8][CH3:9])=[C:6]([CH3:10])[N:5]=[C:4]([C:11]2[S:12][C:13]([Cl:16])=[CH:14][CH:15]=2)[N:3]=1.[NH2:17][C:18]1[CH:23]=[CH:22][C:21]([CH2:24][C:25]2[NH:26][CH:27]=[C:28]([C:30]([O:32][CH3:33])=[O:31])[N:29]=2)=[CH:20][CH:19]=1.Cl.C(=O)(O)[O-].[Na+]. (2) Given the product [Br:3][C:4]1[C:5]([N:24]([CH2:27][CH:28]=[C:29]([CH2:32][CH3:33])[CH2:30][CH3:31])[CH3:25])=[N:6][C:7]([C:11]2[CH:16]=[CH:15][C:14]([O:17][C:18]([F:19])([F:20])[F:21])=[CH:13][C:12]=2[O:22][CH3:23])=[C:8]([Br:10])[N:9]=1, predict the reactants needed to synthesize it. The reactants are: [H-].[Na+].[Br:3][C:4]1[C:5]([NH:24][CH3:25])=[N:6][C:7]([C:11]2[CH:16]=[CH:15][C:14]([O:17][C:18]([F:21])([F:20])[F:19])=[CH:13][C:12]=2[O:22][CH3:23])=[C:8]([Br:10])[N:9]=1.Cl[CH2:27][CH:28]=[C:29]([CH2:32][CH3:33])[CH2:30][CH3:31]. (3) Given the product [CH3:1][N:2]1[CH2:3][CH2:4][N:5]([C:8]2[CH:9]=[CH:10][C:11]([NH:14][C:15]3[N:16]=[CH:17][C:18]4[C:24](=[O:25])[C:23]([C:26]([NH2:27])=[O:34])=[CH:22][N:21]([C:28]5[CH:33]=[CH:32][CH:31]=[CH:30][CH:29]=5)[C:19]=4[N:20]=3)=[CH:12][CH:13]=2)[CH2:6][CH2:7]1, predict the reactants needed to synthesize it. The reactants are: [CH3:1][N:2]1[CH2:7][CH2:6][N:5]([C:8]2[CH:13]=[CH:12][C:11]([NH:14][C:15]3[N:16]=[CH:17][C:18]4[C:24](=[O:25])[C:23]([C:26]#[N:27])=[CH:22][N:21]([C:28]5[CH:33]=[CH:32][CH:31]=[CH:30][CH:29]=5)[C:19]=4[N:20]=3)=[CH:10][CH:9]=2)[CH2:4][CH2:3]1.[OH-:34].[K+].O. (4) Given the product [ClH:1].[ClH:1].[S:29]1[CH:30]=[CH:31][CH:32]=[C:28]1[CH2:27][CH2:26][O:25][CH:23]1[CH2:24][NH:21][CH2:22]1, predict the reactants needed to synthesize it. The reactants are: [Cl:1]C(OC(Cl)=O)C.C([N:21]1[CH2:24][CH:23]([O:25][CH2:26][CH2:27][C:28]2[S:29][CH:30]=[CH:31][CH:32]=2)[CH2:22]1)(C1C=CC=CC=1)C1C=CC=CC=1.C(O)C.